From a dataset of Full USPTO retrosynthesis dataset with 1.9M reactions from patents (1976-2016). Predict the reactants needed to synthesize the given product. (1) Given the product [Cl:3][C:4]1[CH:5]=[C:6]([S:11]([NH:14][C@@H:15]([C:17]2[N:21]([CH2:22][CH3:23])[C:20]([O:24][C:25]3[CH:30]=[CH:29][CH:28]=[C:27]([N:31]4[CH2:32][CH2:33][CH:34]([OH:37])[CH2:35][CH2:36]4)[CH:26]=3)=[N:19][N:18]=2)[CH3:16])(=[O:12])=[O:13])[CH:7]=[CH:8][C:9]=1[Cl:10], predict the reactants needed to synthesize it. The reactants are: [BH4-].[Na+].[Cl:3][C:4]1[CH:5]=[C:6]([S:11]([NH:14][C@@H:15]([C:17]2[N:21]([CH2:22][CH3:23])[C:20]([O:24][C:25]3[CH:30]=[CH:29][CH:28]=[C:27]([N:31]4[CH2:36][CH2:35][C:34](=[O:37])[CH2:33][CH2:32]4)[CH:26]=3)=[N:19][N:18]=2)[CH3:16])(=[O:13])=[O:12])[CH:7]=[CH:8][C:9]=1[Cl:10].O. (2) Given the product [OH:32][CH2:31][CH2:30][CH2:29][C:26]1[CH:25]=[C:24]([CH2:23][NH:22][C:20]([C:4]2[C:5](=[O:19])[N:6]([C:9]3[CH:14]=[CH:13][CH:12]=[C:11]([C:15]([F:18])([F:17])[F:16])[CH:10]=3)[C:7]([CH3:8])=[C:2]([C:41]3[N:37]([CH3:36])[N:38]=[CH:39][CH:40]=3)[CH:3]=2)=[O:21])[O:28][N:27]=1, predict the reactants needed to synthesize it. The reactants are: I[C:2]1[CH:3]=[C:4]([C:20]([NH:22][CH2:23][C:24]2[O:28][N:27]=[C:26]([CH2:29][CH2:30][CH2:31][O:32]C(=O)C)[CH:25]=2)=[O:21])[C:5](=[O:19])[N:6]([C:9]2[CH:14]=[CH:13][CH:12]=[C:11]([C:15]([F:18])([F:17])[F:16])[CH:10]=2)[C:7]=1[CH3:8].[CH3:36][N:37]1[C:41]([Sn](C)(C)C)=[CH:40][CH:39]=[N:38]1. (3) Given the product [CH:3]([O:6][C:7]1[CH:8]=[C:9]2[C:13](=[CH:14][CH:15]=1)[CH:12]([CH2:4][C:3]([O:6][CH2:7][CH3:15])=[O:22])[N:11]([CH2:17][CH:18]([CH3:20])[CH3:19])[C:10]2=[O:21])([CH3:5])[CH3:4], predict the reactants needed to synthesize it. The reactants are: [H-].[Na+].[CH:3]([O:6][C:7]1[CH:8]=[C:9]2[C:13](=[CH:14][CH:15]=1)[C:12](=O)[N:11]([CH2:17][CH:18]([CH3:20])[CH3:19])[CH:10]2[OH:21])([CH3:5])[CH3:4].[OH2:22]. (4) Given the product [NH2:1][C:2]([NH:4][C:5]1[C:6]([C:18]([NH2:20])=[O:19])=[N:7][N:8]([C:10]2[CH:15]=[CH:14][C:13]([C:27]3[CH:26]=[C:25]([F:28])[CH:24]=[CH:23][C:22]=3[OH:21])=[C:12]([F:17])[CH:11]=2)[CH:9]=1)=[O:3], predict the reactants needed to synthesize it. The reactants are: [NH2:1][C:2]([NH:4][C:5]1[C:6]([C:18]([NH2:20])=[O:19])=[N:7][N:8]([C:10]2[CH:15]=[CH:14][C:13](Br)=[C:12]([F:17])[CH:11]=2)[CH:9]=1)=[O:3].[OH:21][C:22]1[CH:27]=[CH:26][C:25]([F:28])=[CH:24][C:23]=1B(O)O.C([O-])([O-])=O.[Cs+].[Cs+].N#N. (5) Given the product [CH3:37][N:2]([CH3:1])[C:3]1[C:8]([CH2:9][C:10]([OH:12])=[O:11])=[C:7]([N:14]([CH3:15])[CH3:16])[N:6]=[C:5]([CH2:17][C:18]2[CH:19]=[CH:20][C:21]([NH:24][C:25](=[O:36])[C:26]3[CH:27]=[CH:28][C:29]([C:32]([F:34])([F:35])[F:33])=[CH:30][CH:31]=3)=[CH:22][CH:23]=2)[N:4]=1, predict the reactants needed to synthesize it. The reactants are: [CH3:1][N:2]([CH3:37])[C:3]1[C:8]([CH2:9][C:10]([O:12]C)=[O:11])=[C:7]([N:14]([CH3:16])[CH3:15])[N:6]=[C:5]([CH2:17][C:18]2[CH:23]=[CH:22][C:21]([NH:24][C:25](=[O:36])[C:26]3[CH:31]=[CH:30][C:29]([C:32]([F:35])([F:34])[F:33])=[CH:28][CH:27]=3)=[CH:20][CH:19]=2)[N:4]=1.[OH-].[Na+]. (6) The reactants are: C(O)(C(F)(F)F)=O.[O:8]1[C:12]([C:13]([C:20]2[CH:25]=[CH:24][C:23]([O:26]C3CCCCO3)=[CH:22][CH:21]=2)=[CH:14][C:15]([O:17][CH2:18][CH3:19])=[O:16])=[CH:11][N:10]=[CH:9]1.C([O-])(O)=O.[Na+]. Given the product [OH:26][C:23]1[CH:24]=[CH:25][C:20]([CH:13]([C:12]2[O:8][CH:9]=[N:10][CH:11]=2)[CH2:14][C:15]([O:17][CH2:18][CH3:19])=[O:16])=[CH:21][CH:22]=1, predict the reactants needed to synthesize it.